Dataset: Experimentally validated miRNA-target interactions with 360,000+ pairs, plus equal number of negative samples. Task: Binary Classification. Given a miRNA mature sequence and a target amino acid sequence, predict their likelihood of interaction. (1) The miRNA is hsa-miR-32-5p with sequence UAUUGCACAUUACUAAGUUGCA. The protein sequence of the target gene is MILQRLFRFSSVIRSAVSVHLRRNIGVTAVAFNKELDPIQKLFVDKIREYKSKRQTSGGPVDASSEYQQELERELFKLKQMFGNADMNTFPTFKFEDPKFEVIEKPQA. Result: 0 (no interaction). (2) The miRNA is hsa-miR-5089-3p with sequence AUGCUACUCGGAAAUCCCACUGA. The protein sequence of the target gene is MKLPLTFCRLLSRLNRFSVKASPPVSFSTFSYLCSQKKKNSYEAVDQAKYSRLVRSVLSRGPAQTPESLFKEDDVLYGPVSKHKAAEPEPQARVPQHCFPIFNEERTGKPHTDASSSPLKIPLQRNSIPSVTRILQQTMPPEQSFFLERWKERMVLELGEDGFAEYTSNVFLQGKQFHKALESILSPQENLTGGEEHPQCGYIESIQHILTEISGVQALESAVQHEALKYVGLLDCVAEYRGKLCVIDWKTSEKPKPLIRNTYDNPLQVVAYMGAVNHDAHYSFQVQCGLIVVAYKDGSP.... Result: 0 (no interaction). (3) The miRNA is mmu-miR-33-3p with sequence CAAUGUUUCCACAGUGCAUCAC. The protein sequence of the target gene is MNFLLSWVHWTLALLLYLHHAKWSQAAPTTEGEQKSHEVIKFMDVYQRSYCRPIETLVDIFQEYPDEIEYIFKPSCVPLMRCAGCCNDEALECVPTSESNITMQIMRIKPHQSQHIGEMSFLQHSRCECRPKKDRTKPEKKSVRGKGKGQKRKRKKSRFKSWSVHCEPCSERRKHLFVQDPQTCKCSCKNTDSRCKARQLELNERTCRCDKPRR. Result: 0 (no interaction). (4) The miRNA is hsa-miR-4689 with sequence UUGAGGAGACAUGGUGGGGGCC. The protein sequence of the target gene is MLSGKKAAAAAAAAAAAAAAGTEAGSGAAGGAENGSEVAAPPAGLTGPTDMATGAAGERTPRKKEPPRASPPGGLAEPPGSAGPQAGPTAGPGSATPMETGIAETPEGRRTSRRKRAKVEYREMDESLANLSEDEYYSEEERNAKAEKEKKLPPPPPQAPPEEENESEPEEPSGVEGAAFQSRLPHDRMTSQEAACFPDIISGPQQTQKVFLFIRNRTLQLWLDNPKIQLTFEATLQQLEAPYNSDTVLVHRVHSYLERHGLINFGIYKRIKPLPIKKTGKVIIIGSGVSGLAAARQLQS.... Result: 0 (no interaction). (5) The miRNA is hsa-miR-1293 with sequence UGGGUGGUCUGGAGAUUUGUGC. The protein sequence of the target gene is MSKRPSYAPPPTPAPATQMPSTPGFVGYNPYSHLAYNNYRLGGNPGTNSRVTASSGITIPKPPKPPDKPLMPYMRYSRKVWDQVKASNPDLKLWEIGKIIGGMWRDLTDEEKQEYLNEYEAEKIEYNESMKAYHNSPAYLAYINAKSRAEAALEEESRQRQSRMEKGEPYMSIQPAEDPDDYDDGFSMKHTATARFQRNHRLISEILSESVVPDVRSVVTTARMQVLKRQVQSLMVHQRKLEAELLQIEERHQEKKRKFLESTDSFNNELKRLCGLKVEVDMEKIAAEIAQAEEQARKRQ.... Result: 0 (no interaction). (6) Result: 1 (interaction). The protein sequence of the target gene is MSTKPDMIQKCLWLEILMGIFIAGTLSLDCNLLNVHLRRVTWQNLRHLSSMSNSFPVECLRENIAFELPQEFLQYTQPMKRDIKKAFYEMSLQAFNIFSQHTFKYWKERHLKQIQIGLDQQAEYLNQCLEEDKNENEDMKEMKENEMKPSEARVPQLSSLELRRYFHRIDNFLKEKKYSDCAWEIVRVEIRRCLYYFYKFTALFRRK. The miRNA is hsa-miR-1539 with sequence UCCUGCGCGUCCCAGAUGCCC. (7) The miRNA is hsa-miR-569 with sequence AGUUAAUGAAUCCUGGAAAGU. The protein sequence of the target gene is MRMAPTESTEGRRLWPGPREGGSGKETTSEKLSNLPRPHSYSPKRADAESFRGVPAAFKKCREVFRACWGSRELLFLFKAISEAGPAQNSCGITLEKAGGLEDTGSHWLSWARCKVLYINGFTDPWKDAQAWILIVSCKKGKGTPEREGRN. Result: 0 (no interaction). (8) The miRNA is hsa-miR-4265 with sequence CUGUGGGCUCAGCUCUGGG. The protein sequence of the target gene is MSADGAEADGSTQVTVEEPVQQPSVVDRVASMPLISSTCDMVSAAYASTKESYPHIKTVCDAAEKGVRTLTAAAVSGAQPILSKLEPQIASASEYAHRGLDKLEENLPILQQPTEKVLADTKELVSSKVSGAQEMVSSAKDTVATQLSEAVDATRGAVQSGVDKTKSVVTGGVQSVMGSRLGQMVLSGVDTVLGKSEEWADNHLPLTDAELARIATSLDGFDVASVQQQRQEQSYFVRLGSLSERLRQHAYEHSLGKLRATKQRAQEALLQLSQVLSLMETVKQGVDQKLVEGQEKLHQM.... Result: 1 (interaction).